This data is from Forward reaction prediction with 1.9M reactions from USPTO patents (1976-2016). The task is: Predict the product of the given reaction. (1) The product is: [CH3:1][N:2]([CH3:16])[C:3]1([C:10]2[CH:11]=[CH:12][CH:13]=[CH:14][CH:15]=2)[CH2:8][CH:7]([CH2:19][CH2:18][C:17]#[N:23])[C:6](=[O:9])[CH2:5][CH2:4]1. Given the reactants [CH3:1][N:2]([CH3:16])[C:3]1([C:10]2[CH:15]=[CH:14][CH:13]=[CH:12][CH:11]=2)[CH2:8][CH2:7][C:6](=[O:9])[CH2:5][CH2:4]1.[CH:17]1([NH2:23])CCC[CH2:19][CH2:18]1.C(#N)C=C, predict the reaction product. (2) Given the reactants Cl.[NH2:2][OH:3].[OH-].[K+].NO.[CH3:8][O:9][C:10]1[CH:15]=[CH:14][C:13]([CH:16]2[CH2:25][CH2:24][C:23]3[CH:22]=[C:21]([C:26]([O:28]C)=O)[CH:20]=[CH:19][C:18]=3[CH2:17]2)=[CH:12][CH:11]=1.C(O)(=O)C, predict the reaction product. The product is: [OH:3][NH:2][C:26]([C:21]1[CH:20]=[CH:19][C:18]2[CH2:17][CH:16]([C:13]3[CH:14]=[CH:15][C:10]([O:9][CH3:8])=[CH:11][CH:12]=3)[CH2:25][CH2:24][C:23]=2[CH:22]=1)=[O:28]. (3) Given the reactants [CH2:1]([C:3]1[C:8](=[O:9])[NH:7][C:6]([CH3:10])=[C:5]([C:11]2[S:15][C:14]([S:16](Cl)(=[O:18])=[O:17])=[CH:13][CH:12]=2)[CH:4]=1)[CH3:2].Cl.[C:21]1([C:27]([CH:29]2[CH2:34][CH2:33][NH:32][CH2:31][CH2:30]2)=[O:28])[CH:26]=[CH:25][CH:24]=[CH:23][CH:22]=1, predict the reaction product. The product is: [C:27]([CH:29]1[CH2:34][CH2:33][N:32]([S:16]([C:14]2[S:15][C:11]([C:5]3[CH:4]=[C:3]([CH2:1][CH3:2])[C:8](=[O:9])[NH:7][C:6]=3[CH3:10])=[CH:12][CH:13]=2)(=[O:18])=[O:17])[CH2:31][CH2:30]1)(=[O:28])[C:21]1[CH:26]=[CH:25][CH:24]=[CH:23][CH:22]=1. (4) Given the reactants Cl.[F:2][C:3]1[CH:4]=[C:5]([CH:31]=[CH:32][C:33]=1[O:34][CH3:35])[CH2:6][N:7]1[C:12]2[CH:13]=[C:14]([C:16]3[CH:21]=[CH:20][CH:19]=[CH:18][C:17]=3[F:22])[S:15][C:11]=2[C:10](=[O:23])[N:9]([CH:24]2[CH2:29][CH2:28][NH:27][CH2:26][CH2:25]2)[C:8]1=[O:30].[CH2:36]([O:38][C:39]1[C:48]([O:49][CH3:50])=[CH:47][C:46]2[C:45]([C:51]3[CH:59]=[CH:58][C:54]([C:55](O)=[O:56])=[CH:53][CH:52]=3)=[N:44][C@@H:43]3[CH2:60][CH2:61][S:62][CH2:63][C@@H:42]3[C:41]=2[CH:40]=1)[CH3:37].CN(C(ON1N=NC2C=CC=NC1=2)=[N+](C)C)C.F[P-](F)(F)(F)(F)F.CCN(C(C)C)C(C)C, predict the reaction product. The product is: [CH2:36]([O:38][C:39]1[C:48]([O:49][CH3:50])=[CH:47][C:46]2[C:45]([C:51]3[CH:52]=[CH:53][C:54]([C:55]([N:27]4[CH2:28][CH2:29][CH:24]([N:9]5[C:10](=[O:23])[C:11]6[S:15][C:14]([C:16]7[CH:21]=[CH:20][CH:19]=[CH:18][C:17]=7[F:22])=[CH:13][C:12]=6[N:7]([CH2:6][C:5]6[CH:31]=[CH:32][C:33]([O:34][CH3:35])=[C:3]([F:2])[CH:4]=6)[C:8]5=[O:30])[CH2:25][CH2:26]4)=[O:56])=[CH:58][CH:59]=3)=[N:44][C@@H:43]3[CH2:60][CH2:61][S:62][CH2:63][C@@H:42]3[C:41]=2[CH:40]=1)[CH3:37].